From a dataset of Peptide-MHC class II binding affinity with 134,281 pairs from IEDB. Regression. Given a peptide amino acid sequence and an MHC pseudo amino acid sequence, predict their binding affinity value. This is MHC class II binding data. The peptide sequence is MGRDIKVQFQSGGAN. The MHC is HLA-DQA10301-DQB10301 with pseudo-sequence HLA-DQA10301-DQB10301. The binding affinity (normalized) is 0.0902.